This data is from Retrosynthesis with 50K atom-mapped reactions and 10 reaction types from USPTO. The task is: Predict the reactants needed to synthesize the given product. (1) Given the product COC(=O)CCCN(Cc1ccc(OC)cc1)c1ncnc(Cl)c1C=O, predict the reactants needed to synthesize it. The reactants are: COC(=O)CCCNCc1ccc(OC)cc1.O=Cc1c(Cl)ncnc1Cl. (2) Given the product O=C(O)CC1CCc2c1[nH]c1ccc(-c3noc(-c4cc(OC(F)(F)F)cc(-c5cccnc5F)c4)n3)cc21, predict the reactants needed to synthesize it. The reactants are: O=C(O)CC1CCc2c1[nH]c1ccc(-c3noc(-c4cc(Br)cc(OC(F)(F)F)c4)n3)cc21.OB(O)c1cccnc1F.